This data is from Reaction yield outcomes from USPTO patents with 853,638 reactions. The task is: Predict the reaction yield, written as a fraction of the theoretical maximum amount of product (1.0 means a 100% yield; for example, 0.34 means a 34% yield). (1) The reactants are [Br:1][C:2]1[CH:3]=[C:4]([N+:12]([O-:14])=[O:13])[C:5]([CH3:11])=[C:6]([CH:10]=1)[C:7](O)=O.C(=O)([O-])[O-].[Na+].[Na+].CI. The catalyst is CN(C=O)C. The product is [CH3:7][C:6]1[CH:10]=[C:2]([Br:1])[CH:3]=[C:4]([N+:12]([O-:14])=[O:13])[C:5]=1[CH3:11]. The yield is 0.990. (2) The reactants are [C:1]([Cl:6])(=O)[C:2](Cl)=[O:3].[ClH:7].C([N:15]([CH:20]([C:22]#[N:23])[CH3:21])CC(O)=O)C1C=CC=CC=1.[C:24]([O:27][CH2:28][CH3:29])(=[O:26])[CH3:25].Cl[C:31]1[CH:36]=[CH:35]C=[CH:33][C:32]=1Cl. The catalyst is CCCCCC. The product is [CH2:28]([O:27][C:24]([CH2:25][N:15]1[C:20]([CH3:21])=[C:22]([Cl:7])[N:23]=[C:1]([Cl:6])[C:2]1=[O:3])=[O:26])[C:29]1[CH:35]=[CH:36][CH:31]=[CH:32][CH:33]=1. The yield is 0.550.